This data is from Reaction yield outcomes from USPTO patents with 853,638 reactions. The task is: Predict the reaction yield, written as a fraction of the theoretical maximum amount of product (1.0 means a 100% yield; for example, 0.34 means a 34% yield). (1) The reactants are [NH2:1][C:2]1[N:10]=[C:9]2[C:5]([NH:6][C:7](=[O:17])[N:8]2[CH:11]2[CH2:16][CH2:15][O:14][CH2:13][CH2:12]2)=[C:4]([Cl:18])[N:3]=1.C(=O)([O-])[O-].[Cs+].[Cs+].C1C=CC(P(C2C(C3C(P(C4C=CC=CC=4)C4C=CC=CC=4)=CC=C4C=3C=CC=C4)=C3C(C=CC=C3)=CC=2)C2C=CC=CC=2)=CC=1.Br[C:72]1[CH:77]=[C:76]([F:78])[CH:75]=[CH:74][C:73]=1[N+:79]([O-:81])=[O:80].CCN(C(C)C)C(C)C. The catalyst is C1(C)C=CC=CC=1.CC([O-])=O.CC([O-])=O.[Pd+2]. The product is [Cl:18][C:4]1[N:3]=[C:2]([NH:1][C:72]2[CH:77]=[C:76]([F:78])[CH:75]=[CH:74][C:73]=2[N+:79]([O-:81])=[O:80])[N:10]=[C:9]2[C:5]=1[NH:6][C:7](=[O:17])[N:8]2[CH:11]1[CH2:12][CH2:13][O:14][CH2:15][CH2:16]1. The yield is 0.600. (2) The catalyst is CC(O)=O. The reactants are [Br:1][C:2]1[C:7]2=[N:8][O:9][N:10]=[C:6]2[C:5]([N+:11]([O-])=O)=[CH:4][CH:3]=1. The yield is 0.950. The product is [Br:1][C:2]1[C:7]2=[N:8][O:9][N:10]=[C:6]2[C:5]([NH2:11])=[CH:4][CH:3]=1. (3) No catalyst specified. The yield is 0.546. The reactants are [F:1][C:2]1[CH:30]=[CH:29][C:5]2[N:6]([CH:10]3[CH2:15][CH2:14][N:13]([C:16]4([CH3:28])[CH2:20][CH2:19][N:18]([C:21]([O:23]C(C)(C)C)=[O:22])[CH2:17]4)[CH2:12][CH2:11]3)[C:7](=[O:9])[NH:8][C:4]=2[CH:3]=1.C(Cl)(=O)O[CH2:33][C:34]#[CH:35]. The product is [F:1][C:2]1[CH:30]=[CH:29][C:5]2[N:6]([CH:10]3[CH2:15][CH2:14][N:13]([C:16]4([CH3:28])[CH2:20][CH2:19][N:18]([C:21]([O:23][CH2:35][C:34]#[CH:33])=[O:22])[CH2:17]4)[CH2:12][CH2:11]3)[C:7](=[O:9])[NH:8][C:4]=2[CH:3]=1. (4) The reactants are [CH2:1]([NH:8][C:9]1[C:18]2[C:13](=[CH:14][CH:15]=[CH:16][C:17]=2[C:19]2[CH:24]=[CH:23][CH:22]=[CH:21][CH:20]=2)[C:12]([C:25]2[CH:26]=[N:27][CH:28]=[C:29]([CH:32]=2)[C:30]#[N:31])=[C:11]([Cl:33])[N:10]=1)[C:2]1[CH:7]=[CH:6][CH:5]=[CH:4][CH:3]=1.[N-:34]=[N+:35]=[N-:36].[Na+]. The catalyst is CN(C=O)C. The product is [N:31]1[NH:34][N:35]=[N:36][C:30]=1[C:29]1[CH:32]=[C:25]([C:12]2[C:13]3[C:18](=[C:17]([C:19]4[CH:24]=[CH:23][CH:22]=[CH:21][CH:20]=4)[CH:16]=[CH:15][CH:14]=3)[C:9]([NH:8][CH2:1][C:2]3[CH:7]=[CH:6][CH:5]=[CH:4][CH:3]=3)=[N:10][C:11]=2[Cl:33])[CH:26]=[N:27][CH:28]=1. The yield is 0.710.